From a dataset of Forward reaction prediction with 1.9M reactions from USPTO patents (1976-2016). Predict the product of the given reaction. (1) The product is: [NH2:28][C:15]1[CH:14]=[CH:13][C:12]([CH2:11][N:8]2[CH2:9][CH2:10][CH:5]([C:2]([OH:1])([CH3:4])[CH3:3])[CH2:6][CH2:7]2)=[CH:17][C:16]=1[NH:18][C@@H:19]1[CH2:24][CH2:23][C@H:22]([C:25]([NH2:27])=[O:26])[CH2:21][CH2:20]1. Given the reactants [OH:1][C:2]([CH:5]1[CH2:10][CH2:9][N:8]([CH2:11][C:12]2[CH:13]=[CH:14][C:15]([N+:28]([O-])=O)=[C:16]([NH:18][C@@H:19]3[CH2:24][CH2:23][C@H:22]([C:25]([NH2:27])=[O:26])[CH2:21][CH2:20]3)[CH:17]=2)[CH2:7][CH2:6]1)([CH3:4])[CH3:3].[H][H], predict the reaction product. (2) Given the reactants [C:1]([C:4]1[N:5]=[CH:6][C:7]([C:11]2[CH:16]=[CH:15][C:14]([NH:17][S:18]([C:21]3[CH:26]=[CH:25][CH:24]=[C:23]([Cl:27])[C:22]=3[Cl:28])(=[O:20])=[O:19])=[CH:13][CH:12]=2)=[N:8][C:9]=1Cl)(=O)[CH3:2].[NH2:29][NH2:30], predict the reaction product. The product is: [Cl:28][C:22]1[C:23]([Cl:27])=[CH:24][CH:25]=[CH:26][C:21]=1[S:18]([NH:17][C:14]1[CH:15]=[CH:16][C:11]([C:7]2[N:8]=[C:9]3[NH:29][N:30]=[C:1]([CH3:2])[C:4]3=[N:5][CH:6]=2)=[CH:12][CH:13]=1)(=[O:20])=[O:19]. (3) The product is: [C:21]([O:24][C@@H:25]1[C@@H:38]([O:39][C:40](=[O:42])[CH3:41])[C@H:37]([O:43][C:44](=[O:46])[CH3:45])[CH2:36][S:35][C@H:26]1[O:27][C:28]1[CH:29]=[N:30][C:31]([C:17]2[C:12]([O:11][CH3:10])=[N:13][CH:14]=[CH:15][CH:16]=2)=[CH:32][CH:33]=1)(=[O:23])[CH3:22]. Given the reactants C(=O)([O-])[O-].[Na+].[Na+].ClCCl.[CH3:10][O:11][C:12]1[C:17](B(O)O)=[CH:16][CH:15]=[CH:14][N:13]=1.[C:21]([O:24][C@@H:25]1[C@@H:38]([O:39][C:40](=[O:42])[CH3:41])[C@H:37]([O:43][C:44](=[O:46])[CH3:45])[CH2:36][S:35][C@H:26]1[O:27][C:28]1[CH:29]=[N:30][C:31](Br)=[CH:32][CH:33]=1)(=[O:23])[CH3:22], predict the reaction product. (4) Given the reactants [NH2:1][C:2]1[N:7]=[CH:6][N:5]=[C:4]2[N:8]([CH:27]3[CH2:31]CC[CH2:28]3)[N:9]=[C:10]([C:11]3[CH:12]=[C:13]4[C:17](=[CH:18][CH:19]=3)[N:16](C(OC(C)(C)C)=O)[CH:15]=[CH:14]4)[C:3]=12.C(O)(C(F)(F)F)=O, predict the reaction product. The product is: [NH:16]1[C:17]2[C:13](=[CH:12][C:11]([C:10]3[C:3]4[C:4](=[N:5][CH:6]=[N:7][C:2]=4[NH2:1])[N:8]([CH:27]([CH3:31])[CH3:28])[N:9]=3)=[CH:19][CH:18]=2)[CH:14]=[CH:15]1. (5) Given the reactants C([O-])([O-])=O.[K+].[K+].C[Si]([C:11]#[C:12][C:13]1[C:26]2[C:17](=[C:18]3[CH2:29][CH2:28][CH2:27][N:20]4[CH2:21][CH2:22][CH2:23][C:24]([CH:25]=2)=[C:19]34)[O:16][C:15](=[O:30])[CH:14]=1)(C)C, predict the reaction product. The product is: [C:12]([C:13]1[C:26]2[C:17](=[C:18]3[CH2:29][CH2:28][CH2:27][N:20]4[CH2:21][CH2:22][CH2:23][C:24]([CH:25]=2)=[C:19]34)[O:16][C:15](=[O:30])[CH:14]=1)#[CH:11]. (6) The product is: [ClH:20].[CH2:16]([N:13]1[CH2:12][CH2:11][CH:10]([C:7]2[CH:6]=[CH:5][C:4]([C:3]([OH:19])=[O:2])=[CH:9][CH:8]=2)[CH2:15][CH2:14]1)[CH2:17][CH3:18]. Given the reactants C[O:2][C:3](=[O:19])[C:4]1[CH:9]=[CH:8][C:7]([CH:10]2[CH2:15][CH2:14][N:13]([CH2:16][CH2:17][CH3:18])[CH2:12][CH2:11]2)=[CH:6][CH:5]=1.[ClH:20], predict the reaction product. (7) The product is: [Br:15][C:16]1[CH:17]=[CH:18][C:19]2[N:20]([C:22]([C:25]3[CH:34]=[CH:33][C:32]4[C:27](=[C:28]([O:1][CH2:2][C:3]([CH3:14])([CH3:13])[CH2:4][NH:5][C:6](=[O:12])[O:7][C:8]([CH3:9])([CH3:11])[CH3:10])[CH:29]=[CH:30][CH:31]=4)[N:26]=3)=[N:23][N:24]=2)[CH:21]=1. Given the reactants [OH:1][CH2:2][C:3]([CH3:14])([CH3:13])[CH2:4][NH:5][C:6](=[O:12])[O:7][C:8]([CH3:11])([CH3:10])[CH3:9].[Br:15][C:16]1[CH:17]=[CH:18][C:19]2[N:20]([C:22]([C:25]3[CH:34]=[CH:33][C:32]4[C:27](=[C:28](O)[CH:29]=[CH:30][CH:31]=4)[N:26]=3)=[N:23][N:24]=2)[CH:21]=1, predict the reaction product. (8) Given the reactants Cl.[N:2]1[C:7]2[CH:8]=[CH:9][S:10][C:6]=2[C:5]([N:11]2[CH2:15][CH2:14][CH:13]([NH2:16])[CH2:12]2)=[N:4][CH:3]=1.C(N(C(C)C)CC)(C)C.[O:26]([C:33]1[CH:38]=[CH:37][C:36]([N:39]=[C:40]=[O:41])=[CH:35][CH:34]=1)[C:27]1[CH:32]=[CH:31][CH:30]=[CH:29][CH:28]=1.Cl, predict the reaction product. The product is: [O:26]([C:33]1[CH:34]=[CH:35][C:36]([NH:39][C:40]([NH:16][CH:13]2[CH2:14][CH2:15][N:11]([C:5]3[C:6]4[S:10][CH:9]=[CH:8][C:7]=4[N:2]=[CH:3][N:4]=3)[CH2:12]2)=[O:41])=[CH:37][CH:38]=1)[C:27]1[CH:28]=[CH:29][CH:30]=[CH:31][CH:32]=1.